Dataset: Full USPTO retrosynthesis dataset with 1.9M reactions from patents (1976-2016). Task: Predict the reactants needed to synthesize the given product. (1) Given the product [N:3]1[CH:4]=[CH:5][CH:6]=[CH:7][C:2]=1[C:12]#[C:11][CH2:10][CH2:9][C:8]([O:14][CH2:15][CH3:16])=[O:13], predict the reactants needed to synthesize it. The reactants are: I[C:2]1[CH:7]=[CH:6][CH:5]=[CH:4][N:3]=1.[C:8]([O:14][CH2:15][CH3:16])(=[O:13])[CH2:9][CH2:10][C:11]#[CH:12]. (2) Given the product [F:11][CH:10]([F:12])[O:9][C:4]1[CH:3]=[C:2]([B:13]2[O:17][C:16]([CH3:19])([CH3:18])[C:15]([CH3:21])([CH3:20])[O:14]2)[CH:7]=[C:6]([F:8])[CH:5]=1, predict the reactants needed to synthesize it. The reactants are: Br[C:2]1[CH:7]=[C:6]([F:8])[CH:5]=[C:4]([O:9][CH:10]([F:12])[F:11])[CH:3]=1.[B:13]1([B:13]2[O:17][C:16]([CH3:19])([CH3:18])[C:15]([CH3:21])([CH3:20])[O:14]2)[O:17][C:16]([CH3:19])([CH3:18])[C:15]([CH3:21])([CH3:20])[O:14]1.C([O-])(=O)C.[K+]. (3) Given the product [CH2:1]([O:8][C:9]1[CH:14]=[CH:13][C:12]([CH2:15][CH:16]([NH:27][C:28]2[CH:33]=[CH:32][CH:31]=[CH:30][CH:29]=2)[C:17]([O:19][CH2:20][CH3:21])=[O:18])=[CH:11][CH:10]=1)[C:2]1[CH:7]=[CH:6][CH:5]=[CH:4][CH:3]=1, predict the reactants needed to synthesize it. The reactants are: [CH2:1]([O:8][C:9]1[CH:14]=[CH:13][C:12]([CH2:15][CH:16](OS(C)(=O)=O)[C:17]([O:19][CH2:20][CH3:21])=[O:18])=[CH:11][CH:10]=1)[C:2]1[CH:7]=[CH:6][CH:5]=[CH:4][CH:3]=1.[NH2:27][C:28]1[CH:33]=[CH:32][CH:31]=[CH:30][CH:29]=1. (4) The reactants are: O=C1C2C=CC=CC=2C(=O)[N:3]1[CH2:12][CH2:13][CH2:14][S:15]([O:18][CH2:19][C:20]([CH3:33])([CH3:32])[C@@H:21]([O:24][CH2:25][C:26]1[CH:31]=[CH:30][CH:29]=[CH:28][CH:27]=1)[CH:22]=[CH2:23])(=[O:17])=[O:16].NN. Given the product [NH2:3][CH2:12][CH2:13][CH2:14][S:15]([O:18][CH2:19][C:20]([CH3:33])([CH3:32])[C@@H:21]([O:24][CH2:25][C:26]1[CH:27]=[CH:28][CH:29]=[CH:30][CH:31]=1)[CH:22]=[CH2:23])(=[O:16])=[O:17], predict the reactants needed to synthesize it. (5) Given the product [CH3:6][C:5]([O:7][C:8]1[CH:9]=[CH:10][C:11]([CH2:14][CH2:15][C:16]2[N:20]([CH2:21][CH2:22][CH3:23])[C:19](=[O:24])[N:18]([C:25]3[CH:26]=[CH:27][C:28]([C:31]([F:33])([F:34])[F:32])=[CH:29][CH:30]=3)[N:17]=2)=[CH:12][CH:13]=1)([CH3:35])[C:4]([OH:36])=[O:3], predict the reactants needed to synthesize it. The reactants are: C([O:3][C:4](=[O:36])[C:5]([CH3:35])([O:7][C:8]1[CH:13]=[CH:12][C:11]([CH2:14][CH2:15][C:16]2[N:20]([CH2:21][CH2:22][CH3:23])[C:19](=[O:24])[N:18]([C:25]3[CH:30]=[CH:29][C:28]([C:31]([F:34])([F:33])[F:32])=[CH:27][CH:26]=3)[N:17]=2)=[CH:10][CH:9]=1)[CH3:6])C.[OH-].[Na+]. (6) Given the product [Cl:12][CH2:13][C:14]1[N:4]([CH:1]([CH3:3])[CH3:2])[C:5]2[CH:10]=[CH:9][CH:8]=[CH:7][C:6]=2[N:11]=1, predict the reactants needed to synthesize it. The reactants are: [CH:1]([NH:4][C:5]1[C:6]([NH2:11])=[CH:7][CH:8]=[CH:9][CH:10]=1)([CH3:3])[CH3:2].[Cl:12][CH2:13][C:14](O)=O. (7) Given the product [CH3:27][N:28]([CH3:38])[C:29]1[N:30]=[CH:31][C:32]([C:2]2[CH:11]=[CH:10][C:9]3[N:8]=[CH:7][C:6]4[N:12]([CH3:25])[C:13](=[O:24])[N:14]([C:15]5[C:16]([CH3:23])=[N:17][N:18]([CH:20]([CH3:22])[CH3:21])[CH:19]=5)[C:5]=4[C:4]=3[CH:3]=2)=[CH:33][CH:34]=1, predict the reactants needed to synthesize it. The reactants are: Br[C:2]1[CH:11]=[CH:10][C:9]2[N:8]=[CH:7][C:6]3[N:12]([CH3:25])[C:13](=[O:24])[N:14]([C:15]4[C:16]([CH3:23])=[N:17][N:18]([CH:20]([CH3:22])[CH3:21])[CH:19]=4)[C:5]=3[C:4]=2[CH:3]=1.O.[CH3:27][N:28]([CH3:38])[C:29]1[CH:34]=[CH:33][C:32](B(O)O)=[CH:31][N:30]=1. (8) Given the product [C:15]1([CH:14]([OH:21])[CH:6]([C:8]2[CH:13]=[CH:12][CH:11]=[CH:10][N:9]=2)[CH3:7])[CH:20]=[CH:19][CH:18]=[CH:17][CH:16]=1, predict the reactants needed to synthesize it. The reactants are: C([Li])CCC.[CH2:6]([C:8]1[CH:13]=[CH:12][CH:11]=[CH:10][N:9]=1)[CH3:7].[CH:14](=[O:21])[C:15]1[CH:20]=[CH:19][CH:18]=[CH:17][CH:16]=1. (9) Given the product [CH3:1][N:2]([CH3:20])[C:3]([C:5]1[CH:6]=[CH:7][C:8]([C:11]2[CH:16]=[CH:15][C:14]([NH2:17])=[C:13]([C:18]3[NH:23][N:22]=[N:21][N:19]=3)[CH:12]=2)=[CH:9][CH:10]=1)=[O:4], predict the reactants needed to synthesize it. The reactants are: [CH3:1][N:2]([CH3:20])[C:3]([C:5]1[CH:10]=[CH:9][C:8]([C:11]2[CH:16]=[CH:15][C:14]([NH2:17])=[C:13]([C:18]#[N:19])[CH:12]=2)=[CH:7][CH:6]=1)=[O:4].[N-:21]=[N+:22]=[N-:23].[Na+].[Cl-].C([NH+](CC)CC)C.